Dataset: Catalyst prediction with 721,799 reactions and 888 catalyst types from USPTO. Task: Predict which catalyst facilitates the given reaction. (1) Reactant: [F:1][C:2]([F:15])([F:14])[S:3]([O:6]S(C(F)(F)F)(=O)=O)(=[O:5])=[O:4].O[C:17]1[CH:18]=[CH:19][C:20]([C:27]2[CH:36]=[C:35]3[C:30]([CH2:31][CH2:32][CH2:33][N:34]3[C:37]([O:39][C:40]([CH3:43])([CH3:42])[CH3:41])=[O:38])=[CH:29][CH:28]=2)=[N:21][C:22]=1[C:23]([O:25][CH3:26])=[O:24]. Product: [CH3:26][O:25][C:23]([C:22]1[N:21]=[C:20]([C:27]2[CH:36]=[C:35]3[C:30]([CH2:31][CH2:32][CH2:33][N:34]3[C:37]([O:39][C:40]([CH3:43])([CH3:42])[CH3:41])=[O:38])=[CH:29][CH:28]=2)[CH:19]=[CH:18][C:17]=1[O:6][S:3]([C:2]([F:15])([F:14])[F:1])(=[O:5])=[O:4])=[O:24]. The catalyst class is: 2. (2) Reactant: [CH3:1][O:2][C:3](=[O:11])[C:4]1[CH:9]=[CH:8][C:7]([CH3:10])=[N:6][CH:5]=1.[CH2:12]([Br:19])[C:13]1[CH:18]=[CH:17][CH:16]=[CH:15][CH:14]=1. Product: [Br-:19].[CH2:12]([N+:6]1[CH:5]=[C:4]([C:3]([O:2][CH3:1])=[O:11])[CH:9]=[CH:8][C:7]=1[CH3:10])[C:13]1[CH:18]=[CH:17][CH:16]=[CH:15][CH:14]=1. The catalyst class is: 13. (3) The catalyst class is: 2. Reactant: [C:1]([N:8]([CH3:28])[CH:9]1[CH2:14][CH2:13][CH:12]([NH:15][CH2:16][C:17]2[CH:18]=[C:19]([B:25]([OH:27])[OH:26])[CH:20]=[CH:21][C:22]=2[O:23][CH3:24])[CH2:11][CH2:10]1)([O:3][C:4]([CH3:7])([CH3:6])[CH3:5])=[O:2].CCN(C(C)C)C(C)C.[Cl:38][C:39]1[C:40]2[CH:50]=[CH:49][CH:48]=[CH:47][C:41]=2[S:42][C:43]=1[C:44](Cl)=[O:45]. Product: [C:1]([N:8]([CH3:28])[CH:9]1[CH2:10][CH2:11][CH:12]([N:15]([CH2:16][C:17]2[CH:18]=[C:19]([B:25]([OH:26])[OH:27])[CH:20]=[CH:21][C:22]=2[O:23][CH3:24])[C:44]([C:43]2[S:42][C:41]3[CH:47]=[CH:48][CH:49]=[CH:50][C:40]=3[C:39]=2[Cl:38])=[O:45])[CH2:13][CH2:14]1)([O:3][C:4]([CH3:7])([CH3:6])[CH3:5])=[O:2]. (4) Reactant: [Si]([O:8][CH2:9][C:10]1[CH:25]=[CH:24][C:13]2=[C:14]3[C:19](=[C:20]([NH2:22])[N:21]=[C:12]2[CH:11]=1)[N:18]=[C:17]([Cl:23])[CH:16]=[CH:15]3)(C(C)(C)C)(C)C.CCCC[N+](CCCC)(CCCC)CCCC.[F-]. Product: [NH2:22][C:20]1[C:19]2[N:18]=[C:17]([Cl:23])[CH:16]=[CH:15][C:14]=2[C:13]2[CH:24]=[CH:25][C:10]([CH2:9][OH:8])=[CH:11][C:12]=2[N:21]=1. The catalyst class is: 1. (5) Reactant: [Cl:1][C:2]1[C:6]([N:7]([CH3:14])[C:8](=[O:13])[CH2:9][CH2:10][S:11][CH3:12])=[CH:5][N:4]([C:15]2[CH:16]=[N:17][CH:18]=[CH:19][CH:20]=2)[N:3]=1.OO.S([O-])(O)=[O:24].[Na+]. Product: [Cl:1][C:2]1[C:6]([N:7]([CH3:14])[C:8](=[O:13])[CH2:9][CH2:10][S:11]([CH3:12])=[O:24])=[CH:5][N:4]([C:15]2[CH:16]=[N:17][CH:18]=[CH:19][CH:20]=2)[N:3]=1. The catalyst class is: 15. (6) Reactant: [CH3:1][CH:2]([NH:12][CH2:13][CH:14]([OH:25])[C:15]1[CH:16]=[CH:17][C:18]([OH:24])=[C:19]([NH:21][CH:22]=[O:23])[CH:20]=1)[CH2:3][C:4]1[CH:5]=[CH:6][C:7]([O:10][CH3:11])=[CH:8][CH:9]=1.[H][H]. The catalyst class is: 29. Product: [CH3:1][C@@H:2]([NH:12][CH2:13][C@@H:14]([OH:25])[C:15]1[CH:16]=[CH:17][C:18]([OH:24])=[C:19]([NH:21][CH:22]=[O:23])[CH:20]=1)[CH2:3][C:4]1[CH:5]=[CH:6][C:7]([O:10][CH3:11])=[CH:8][CH:9]=1. (7) Reactant: Cl[C:2]1[CH:10]=[CH:9][C:5]([C:6]([NH2:8])=[O:7])=[C:4]([NH:11][C:12]2[CH:17]=[CH:16][C:15]([S:18]([CH3:21])(=[O:20])=[O:19])=[CH:14][CH:13]=2)[N:3]=1.OC(C(F)(F)F)=O.[C:29]1([C:35]2[CH2:39][C:38]3([CH2:44][CH2:43][CH2:42][NH:41][CH2:40]3)[O:37][N:36]=2)[CH:34]=[CH:33][CH:32]=[CH:31][CH:30]=1.C(N(CC)C(C)C)(C)C. Product: [CH3:21][S:18]([C:15]1[CH:16]=[CH:17][C:12]([NH:11][C:4]2[N:3]=[C:2]([N:41]3[CH2:42][CH2:43][CH2:44][C:38]4([O:37][N:36]=[C:35]([C:29]5[CH:34]=[CH:33][CH:32]=[CH:31][CH:30]=5)[CH2:39]4)[CH2:40]3)[CH:10]=[CH:9][C:5]=2[C:6]([NH2:8])=[O:7])=[CH:13][CH:14]=1)(=[O:20])=[O:19]. The catalyst class is: 3. (8) Product: [Cl:1][C:2]1[CH:7]=[C:6]([O:8][CH3:9])[CH:5]=[CH:4][C:3]=1[C:10]([CH3:14])([CH3:13])[C:11]#[N:12]. Reactant: [Cl:1][C:2]1[CH:7]=[C:6]([O:8][CH3:9])[CH:5]=[CH:4][C:3]=1[CH:10]([CH3:13])[C:11]#[N:12].[CH3:14]I.[H-].[Na+].O. The catalyst class is: 3. (9) Reactant: [C:1]([O:5][C:6]([NH:8][C@H:9]1[CH2:14][C@@H:13]([OH:15])[CH2:12][N:11]([C:16]([O:18][CH2:19][C:20]2[CH:25]=[CH:24][CH:23]=[CH:22][CH:21]=2)=[O:17])[CH2:10]1)=[O:7])([CH3:4])([CH3:3])[CH3:2].CC(OI1(OC(C)=O)(OC(C)=O)OC(=O)C2C=CC=CC1=2)=O. Product: [C:1]([O:5][C:6]([NH:8][C@H:9]1[CH2:14][C:13](=[O:15])[CH2:12][N:11]([C:16]([O:18][CH2:19][C:20]2[CH:25]=[CH:24][CH:23]=[CH:22][CH:21]=2)=[O:17])[CH2:10]1)=[O:7])([CH3:4])([CH3:2])[CH3:3]. The catalyst class is: 96.